This data is from Forward reaction prediction with 1.9M reactions from USPTO patents (1976-2016). The task is: Predict the product of the given reaction. (1) Given the reactants [CH2:1]([O:8][C@@H:9]1[C@@:13]([CH2:23][OH:24])([CH2:14][O:15][CH2:16][C:17]2[CH:22]=[CH:21][CH:20]=[CH:19][CH:18]=2)[O:12][C@@H:11]([N:25]2[CH:33]=[C:31]([CH3:32])[C:29](=[O:30])[NH:28][C:26]2=[O:27])[C@@H:10]1[OH:34])[C:2]1[CH:7]=[CH:6][CH:5]=[CH:4][CH:3]=1.[C:35]1([CH3:45])[CH:40]=[CH:39][C:38]([S:41](Cl)(=[O:43])=[O:42])=[CH:37][CH:36]=1, predict the reaction product. The product is: [CH2:1]([O:8][C@@H:9]1[C@@:13]([CH2:23][O:24][S:41]([C:38]2[CH:39]=[CH:40][C:35]([CH3:45])=[CH:36][CH:37]=2)(=[O:43])=[O:42])([CH2:14][O:15][CH2:16][C:17]2[CH:22]=[CH:21][CH:20]=[CH:19][CH:18]=2)[O:12][C@@H:11]([N:25]2[CH:33]=[C:31]([CH3:32])[C:29](=[O:30])[NH:28][C:26]2=[O:27])[C@@H:10]1[O:34][S:41]([C:38]1[CH:39]=[CH:40][C:35]([CH3:45])=[CH:36][CH:37]=1)(=[O:43])=[O:42])[C:2]1[CH:3]=[CH:4][CH:5]=[CH:6][CH:7]=1. (2) Given the reactants C([O:3][C:4]([C:6]1[N:29]=[C:9]2[CH:10]=[C:11]([NH:14][C:15]([C:17]3[N:18]([CH3:28])[N:19]=[CH:20][C:21]=3[C:22]([N:24]3[CH2:27][CH2:26][CH2:25]3)=[O:23])=[O:16])[CH:12]=[CH:13][N:8]2[N:7]=1)=[O:5])C.O.[OH-].[Li+].Cl, predict the reaction product. The product is: [N:24]1([C:22]([C:21]2[CH:20]=[N:19][N:18]([CH3:28])[C:17]=2[C:15]([NH:14][C:11]2[CH:12]=[CH:13][N:8]3[N:7]=[C:6]([C:4]([OH:5])=[O:3])[N:29]=[C:9]3[CH:10]=2)=[O:16])=[O:23])[CH2:27][CH2:26][CH2:25]1. (3) Given the reactants C(Cl)(=O)C(Cl)=O.CS(C)=O.[C:11]1([CH2:17][CH2:18][C:19]([N:21]2[CH2:26][CH2:25][CH:24]([OH:27])[CH2:23][CH2:22]2)=[O:20])[CH:16]=[CH:15][CH:14]=[CH:13][CH:12]=1.C(N(CC)CC)C, predict the reaction product. The product is: [C:11]1([CH2:17][CH2:18][C:19]([N:21]2[CH2:26][CH2:25][C:24](=[O:27])[CH2:23][CH2:22]2)=[O:20])[CH:16]=[CH:15][CH:14]=[CH:13][CH:12]=1.